This data is from Reaction yield outcomes from USPTO patents with 853,638 reactions. The task is: Predict the reaction yield, written as a fraction of the theoretical maximum amount of product (1.0 means a 100% yield; for example, 0.34 means a 34% yield). (1) The reactants are [NH:1]1[C:9]2[CH2:8][CH2:7][CH2:6][CH2:5][C:4]=2[CH:3]=[C:2]1[C:10]([O:12][CH2:13][CH3:14])=[O:11].[H-].[Na+].Br[CH2:18][C:19]#[N:20]. The catalyst is CN(C=O)C. The product is [C:19]([CH2:18][N:1]1[C:9]2[CH2:8][CH2:7][CH2:6][CH2:5][C:4]=2[CH:3]=[C:2]1[C:10]([O:12][CH2:13][CH3:14])=[O:11])#[N:20]. The yield is 0.550. (2) The reactants are [Cl:1][C:2]1[N:3]=[C:4](Cl)[C:5]2[CH2:10][CH2:9][CH:8]([C:11]3[CH:16]=[CH:15][C:14]([O:17][C:18]([F:21])([F:20])[F:19])=[CH:13][CH:12]=3)[C:6]=2[N:7]=1.[NH:23]1[CH2:26][CH2:25][CH2:24]1. The catalyst is CO. The product is [N:23]1([C:4]2[C:5]3[CH2:10][CH2:9][CH:8]([C:11]4[CH:16]=[CH:15][C:14]([O:17][C:18]([F:21])([F:20])[F:19])=[CH:13][CH:12]=4)[C:6]=3[N:7]=[C:2]([Cl:1])[N:3]=2)[CH2:26][CH2:25][CH2:24]1. The yield is 0.900. (3) The reactants are CCN(C(C)C)C(C)C.[F:10][C:11]1[CH:12]=[C:13]([N:17]2[CH:21]=[C:20]([C:22]([OH:24])=O)[N:19]=[N:18]2)[CH:14]=[N:15][CH:16]=1.NC1C=NC=C(F)C=1.C1C=CC2N(O)N=NC=2C=1.CCN=C=NCCCN(C)C.Cl.[NH2:55][CH2:56][C:57]([N:59]1[CH2:64][CH2:63][CH:62]([O:65][C:66]2[CH:71]=[CH:70][CH:69]=[CH:68][C:67]=2[Cl:72])[CH2:61][CH2:60]1)=[O:58]. The catalyst is CN(C=O)C.O. The product is [Cl:72][C:67]1[CH:68]=[CH:69][CH:70]=[CH:71][C:66]=1[O:65][CH:62]1[CH2:61][CH2:60][N:59]([C:57](=[O:58])[CH2:56][NH:55][C:22]([C:20]2[N:19]=[N:18][N:17]([C:13]3[CH:14]=[N:15][CH:16]=[C:11]([F:10])[CH:12]=3)[CH:21]=2)=[O:24])[CH2:64][CH2:63]1. The yield is 0.907. (4) The reactants are Cl.[NH2:2][CH2:3][CH:4]([OH:13])[CH2:5][O:6][C:7]1[CH:12]=[CH:11][CH:10]=[CH:9][CH:8]=1.C(N(CC)CC)C.[C:21](O[C:21]([O:23][C:24]([CH3:27])([CH3:26])[CH3:25])=[O:22])([O:23][C:24]([CH3:27])([CH3:26])[CH3:25])=[O:22]. The catalyst is ClCCl. The product is [OH:13][CH:4]([CH2:5][O:6][C:7]1[CH:12]=[CH:11][CH:10]=[CH:9][CH:8]=1)[CH2:3][NH:2][C:21](=[O:22])[O:23][C:24]([CH3:27])([CH3:26])[CH3:25]. The yield is 1.00.